This data is from P-glycoprotein inhibition data for predicting drug efflux from Broccatelli et al.. The task is: Regression/Classification. Given a drug SMILES string, predict its absorption, distribution, metabolism, or excretion properties. Task type varies by dataset: regression for continuous measurements (e.g., permeability, clearance, half-life) or binary classification for categorical outcomes (e.g., BBB penetration, CYP inhibition). Dataset: pgp_broccatelli. (1) The compound is CCCCCCC[C@H]1OC(=O)C[C@@H](OCOC)[C@H](Cc2ccccc2)N(C)C(=O)COC(=O)[C@H]1C. The result is 1 (inhibitor). (2) The drug is COc1cc2c(cc1OC)CN(CCc1ccc(NC(=O)c3ccc(N)cc3)cc1)CC2. The result is 1 (inhibitor).